From a dataset of Full USPTO retrosynthesis dataset with 1.9M reactions from patents (1976-2016). Predict the reactants needed to synthesize the given product. (1) Given the product [F:20][CH:19]([F:21])[O:18][C:14]1[CH:13]=[C:12]([C:5]2[N:4]=[C:3]([CH2:2][C:30]3[CH:31]=[N:32][C:33]([C:36]#[N:37])=[N:34][CH:35]=3)[CH:8]=[N:7][C:6]=2[O:9][CH2:10][CH3:11])[CH:17]=[CH:16][CH:15]=1, predict the reactants needed to synthesize it. The reactants are: Br[CH2:2][C:3]1[N:4]=[C:5]([C:12]2[CH:17]=[CH:16][CH:15]=[C:14]([O:18][CH:19]([F:21])[F:20])[CH:13]=2)[C:6]([O:9][CH2:10][CH3:11])=[N:7][CH:8]=1.CC1(C)C(C)(C)OB([C:30]2[CH:31]=[N:32][C:33]([C:36]#[N:37])=[N:34][CH:35]=2)O1.CCO.C([O-])(O)=O.[Na+]. (2) Given the product [Br:1][C:2]1[CH:3]=[CH:4][C:5]([C:8]([F:15])([F:14])[C:9]([OH:11])=[O:10])=[N:6][CH:7]=1, predict the reactants needed to synthesize it. The reactants are: [Br:1][C:2]1[CH:3]=[CH:4][C:5]([C:8]([F:15])([F:14])[C:9]([O:11]CC)=[O:10])=[N:6][CH:7]=1.O1CCCC1.CO.O.[OH-].[Li+]. (3) Given the product [C:3]([C:7]1[CH:28]=[CH:27][C:10]([CH2:11][CH:12]([CH:18]([C:20]2[CH:25]=[CH:24][CH:23]=[C:22]([Cl:26])[CH:21]=2)[OH:19])[C:13]([O:15][CH2:16][CH3:17])=[O:14])=[CH:9][CH:8]=1)([CH3:4])([CH3:5])[CH3:6], predict the reactants needed to synthesize it. The reactants are: [BH4-].[Na+].[C:3]([C:7]1[CH:28]=[CH:27][C:10]([CH2:11][CH:12]([C:18]([C:20]2[CH:25]=[CH:24][CH:23]=[C:22]([Cl:26])[CH:21]=2)=[O:19])[C:13]([O:15][CH2:16][CH3:17])=[O:14])=[CH:9][CH:8]=1)([CH3:6])([CH3:5])[CH3:4].Cl.O. (4) Given the product [CH3:1][O:2][C:3]1[C:8]([CH3:9])=[C:7]([C:10]2[CH:15]=[CH:14][C:13]3[C:16]4[N:20]([C@H:21]5[CH2:25][CH2:24][O:23][CH2:22]5)[N:19]=[CH:18][C:17]=4[C:26](=[O:28])[NH:31][C:12]=3[CH:11]=2)[C:6]([CH3:34])=[CH:5][N:4]=1, predict the reactants needed to synthesize it. The reactants are: [CH3:1][O:2][C:3]1[C:8]([CH3:9])=[C:7]([C:10]2[CH:15]=[CH:14][C:13]([C:16]3[N:20]([C@H:21]4[CH2:25][CH2:24][O:23][CH2:22]4)[N:19]=[CH:18][C:17]=3[C:26]([O:28]CC)=O)=[C:12]([N+:31]([O-])=O)[CH:11]=2)[C:6]([CH3:34])=[CH:5][N:4]=1.[Cl-].[NH4+]. (5) The reactants are: [CH:1]1([CH2:4][C@H:5]([N:18]2[CH2:26][C:25]3[C:20](=[CH:21][CH:22]=[C:23]([C:27]4[N:31]([CH3:32])[N:30]=[CH:29][CH:28]=4)[CH:24]=3)[C:19]2=[O:33])[CH2:6][N:7]2C(=O)C3C(=CC=CC=3)C2=O)[CH2:3][CH2:2]1.NN. Given the product [NH2:7][CH2:6][C@@H:5]([N:18]1[CH2:26][C:25]2[C:20](=[CH:21][CH:22]=[C:23]([C:27]3[N:31]([CH3:32])[N:30]=[CH:29][CH:28]=3)[CH:24]=2)[C:19]1=[O:33])[CH2:4][CH:1]1[CH2:2][CH2:3]1, predict the reactants needed to synthesize it. (6) Given the product [Cl:1][C:2]1[CH:7]=[CH:6][C:5]([C:8]2([O:28][CH2:34][C:29]3([CH2:32][OH:33])[CH2:31][CH2:30]3)[C:16]3[C:11](=[CH:12][CH:13]=[CH:14][CH:15]=3)[C:10](=[O:17])[N:9]2[CH2:18][C:19]2[CH:24]=[CH:23][C:22]([N+:25]([O-:27])=[O:26])=[CH:21][CH:20]=2)=[CH:4][CH:3]=1, predict the reactants needed to synthesize it. The reactants are: [Cl:1][C:2]1[CH:7]=[CH:6][C:5]([C:8]2([OH:28])[C:16]3[C:11](=[CH:12][CH:13]=[CH:14][CH:15]=3)[C:10](=[O:17])[N:9]2[CH2:18][C:19]2[CH:24]=[CH:23][C:22]([N+:25]([O-:27])=[O:26])=[CH:21][CH:20]=2)=[CH:4][CH:3]=1.[C:29]1([CH2:34]O)([CH2:32][OH:33])[CH2:31][CH2:30]1. (7) Given the product [CH:26]1([C:24]([NH:23][CH2:22][CH2:21][CH2:20][NH:1][C@H:2]2[C:11]([CH3:13])([CH3:12])[C:10]3[CH:9]=[C:8]([C:14]([NH2:16])=[O:15])[CH:7]=[CH:6][C:5]=3[CH2:4][C@@H:3]2[O:17][CH3:18])=[O:25])[CH2:31][CH2:30][CH2:29][CH2:28][CH2:27]1, predict the reactants needed to synthesize it. The reactants are: [NH2:1][C@H:2]1[C:11]([CH3:13])([CH3:12])[C:10]2[CH:9]=[C:8]([C:14]([NH2:16])=[O:15])[CH:7]=[CH:6][C:5]=2[CH2:4][C@@H:3]1[O:17][CH3:18].O=[CH:20][CH2:21][CH2:22][NH:23][C:24]([CH:26]1[CH2:31][CH2:30][CH2:29][CH2:28][CH2:27]1)=[O:25].C(O)(C(F)(F)F)=O. (8) Given the product [C:3]([N:10]1[CH2:14][CH2:15][CH2:18][CH2:12][CH2:11]1)([O:5][C:6]([CH3:9])([CH3:8])[CH3:7])=[O:4], predict the reactants needed to synthesize it. The reactants are: [H-].[Na+].[C:3]([N:10]([CH2:14][CH2:15]Cl)[CH2:11][CH2:12]Cl)([O:5][C:6]([CH3:9])([CH3:8])[CH3:7])=[O:4].O.[CH3:18]N(C)C=O. (9) The reactants are: [Br:1][C:2]1[CH:7]=[CH:6][C:5]([OH:8])=[C:4]([F:9])[C:3]=1[F:10].[H-].[Na+].[CH2:13]([O:15][C:16](=[O:21])[CH2:17][CH2:18][CH2:19]Br)[CH3:14]. Given the product [CH2:13]([O:15][C:16](=[O:21])[CH2:17][CH2:18][CH2:19][O:8][C:5]1[CH:6]=[CH:7][C:2]([Br:1])=[C:3]([F:10])[C:4]=1[F:9])[CH3:14], predict the reactants needed to synthesize it.